Dataset: Reaction yield outcomes from USPTO patents with 853,638 reactions. Task: Predict the reaction yield, written as a fraction of the theoretical maximum amount of product (1.0 means a 100% yield; for example, 0.34 means a 34% yield). (1) The reactants are [N:1]([CH2:4][C@@H:5]([NH2:15])[CH2:6][C:7]1[CH:12]=[CH:11][C:10]([Cl:13])=[CH:9][C:8]=1[Cl:14])=[N+:2]=[N-:3].[CH3:16][C@H:17]1[C:25]2[C:24]([C:26]3[S:30][C:29]([C:31](O)=[O:32])=[CH:28][CH:27]=3)=[N:23][CH:22]=[N:21][C:20]=2[CH2:19][CH2:18]1.CN(C(ON1N=NC2C=CC=CC1=2)=[N+](C)C)C.F[P-](F)(F)(F)(F)F.CCN(C(C)C)C(C)C. The catalyst is C(Cl)Cl. The product is [N:1]([CH2:4][C@@H:5]([NH:15][C:31]([C:29]1[S:30][C:26]([C:24]2[C:25]3[C@H:17]([CH3:16])[CH2:18][CH2:19][C:20]=3[N:21]=[CH:22][N:23]=2)=[CH:27][CH:28]=1)=[O:32])[CH2:6][C:7]1[CH:12]=[CH:11][C:10]([Cl:13])=[CH:9][C:8]=1[Cl:14])=[N+:2]=[N-:3]. The yield is 0.900. (2) The reactants are [OH-].[Li+].[CH:3]1([C@H:9]([NH:14][C:15]([C:17]2[CH:22]=[C:21]([F:23])[C:20]([F:24])=[CH:19][C:18]=2[NH:25][C:26]([NH:28][C:29]2[C:34]([CH3:35])=[CH:33][C:32]([CH3:36])=[CH:31][C:30]=2[CH3:37])=[O:27])=[O:16])[C:10]([O:12]C)=[O:11])[CH2:8][CH2:7][CH2:6][CH2:5][CH2:4]1.CO.O. The catalyst is C1COCC1. The product is [CH:3]1([C@H:9]([NH:14][C:15]([C:17]2[CH:22]=[C:21]([F:23])[C:20]([F:24])=[CH:19][C:18]=2[NH:25][C:26]([NH:28][C:29]2[C:34]([CH3:35])=[CH:33][C:32]([CH3:36])=[CH:31][C:30]=2[CH3:37])=[O:27])=[O:16])[C:10]([OH:12])=[O:11])[CH2:4][CH2:5][CH2:6][CH2:7][CH2:8]1. The yield is 0.840. (3) The reactants are C[C:2]1[C:3]([C:16]([C:18]2[N:23]=[CH:22][C:21](C(OC)=O)=[CH:20][N:19]=2)=O)=C[C:5]2[C:6](C)([CH3:14])[CH2:7][CH2:8][C:9]([CH3:13])([CH3:12])[C:10]=2[CH:11]=1.C[Mg]Cl.[CH2:31]1[CH2:35]O[CH2:33][CH2:32]1.Cl.O.[C:38]1(C)C=CC(S(O)(=O)=O)=CC=1.[C:49](=[O:52])([O-])[O-:50].[Na+].[Na+]. The catalyst is O.C1(C)C=CC=CC=1. The product is [CH3:33][C:32]1[C:2]([CH:3]=[CH:16][C:18]2[N:19]=[CH:20][C:21]([C:49]([O:50][CH3:38])=[O:52])=[CH:22][N:23]=2)=[CH:11][C:10]2[C:9]([CH3:12])([CH3:13])[CH2:8][CH2:7][C:6]([CH3:14])([CH3:5])[C:35]=2[CH:31]=1. The yield is 0.400. (4) The reactants are [Br:1][C:2]1[CH:3]=[C:4]2[C:8](=[CH:9][CH:10]=1)[NH:7][CH:6]=[C:5]2[CH:11]=O.P([O-])([O-])(O)=O.[NH4+:18].[NH4+]. The catalyst is [N+](CCC)([O-])=O.C(O)(=O)C. The product is [Br:1][C:2]1[CH:3]=[C:4]2[C:8](=[CH:9][CH:10]=1)[NH:7][CH:6]=[C:5]2[C:11]#[N:18]. The yield is 0.860. (5) The reactants are [CH3:1][N:2]([C:11]1[CH:12]=[CH:13][CH:14]=[C:15]2[C:19]=1[NH:18][C:17]([C:20]1[S:21][C:22]3([CH2:29][CH2:28][NH:27][CH2:26][CH2:25]3)[CH2:23][N:24]=1)=[CH:16]2)[S:3]([C:6]1[S:7][CH:8]=[CH:9][CH:10]=1)(=[O:5])=[O:4].[CH3:30][S:31](Cl)(=[O:33])=[O:32].C(N(CC)CC)C. The catalyst is O1CCCC1. The product is [CH3:1][N:2]([C:11]1[CH:12]=[CH:13][CH:14]=[C:15]2[C:19]=1[NH:18][C:17]([C:20]1[S:21][C:22]3([CH2:29][CH2:28][N:27]([S:31]([CH3:30])(=[O:33])=[O:32])[CH2:26][CH2:25]3)[CH2:23][N:24]=1)=[CH:16]2)[S:3]([C:6]1[S:7][CH:8]=[CH:9][CH:10]=1)(=[O:4])=[O:5]. The yield is 0.360. (6) The reactants are I.[NH2:2][CH2:3][CH2:4][NH:5][C:6]1[C:7]([C:11]2[N:15]([C:16]3[CH:21]=[CH:20][CH:19]=[C:18]([C:22]([F:25])([F:24])[F:23])[CH:17]=3)C(=O)[O:13][N:12]=2)=[N:8][O:9][N:10]=1.Cl[S:28]([NH:31]C(=O)OC(C)(C)C)(=[O:30])=[O:29].C(N(CC)CC)C.FC(F)(F)C(O)=O.[OH-].[Na+].O.C(O)(=O)C. The catalyst is ClCCl. The product is [NH2:31][S:28]([NH:2][CH2:3][CH2:4][NH:5][C:6]1[C:7]([C:11](=[N:12][OH:13])[NH:15][C:16]2[CH:21]=[CH:20][CH:19]=[C:18]([C:22]([F:25])([F:24])[F:23])[CH:17]=2)=[N:8][O:9][N:10]=1)(=[O:30])=[O:29]. The yield is 0.390. (7) The reactants are [CH:1]1[C:10]2[C:5](=[CH:6][CH:7]=[CH:8][CH:9]=2)[CH:4]=[CH:3][C:2]=1[C:11](=[O:19])[CH2:12][C:13]1[CH:18]=[CH:17][N:16]=[CH:15][CH:14]=1.[H-].[Na+].Br[CH2:23][C:24]([O:26][CH2:27][CH3:28])=[O:25].[Cl-].[NH4+]. The catalyst is O1CCOCC1. The product is [CH:1]1[C:10]2[C:5](=[CH:6][CH:7]=[CH:8][CH:9]=2)[CH:4]=[CH:3][C:2]=1[C:11](=[O:19])[CH:12]([C:13]1[CH:14]=[CH:15][N:16]=[CH:17][CH:18]=1)[CH2:23][C:24]([O:26][CH2:27][CH3:28])=[O:25]. The yield is 0.500.